This data is from Full USPTO retrosynthesis dataset with 1.9M reactions from patents (1976-2016). The task is: Predict the reactants needed to synthesize the given product. (1) Given the product [OH:1][C:2]1[CH:7]=[C:6]([CH2:8][NH:9]/[CH:10]=[C:11]2\[C:12](=[O:23])[NH:13][C:14](=[O:22])[C:15]3[C:20]\2=[CH:19][C:18]([I:21])=[CH:17][CH:16]=3)[CH:5]=[CH:4][C:3]=1[NH:24][C:25](=[O:32])[CH:26]([CH3:27])[CH3:31], predict the reactants needed to synthesize it. The reactants are: [OH:1][C:2]1[CH:7]=[C:6]([CH2:8][NH:9]/[CH:10]=[C:11]2\[C:12](=[O:23])[NH:13][C:14](=[O:22])[C:15]3[C:20]\2=[CH:19][C:18]([I:21])=[CH:17][CH:16]=3)[CH:5]=[CH:4][C:3]=1[NH:24][C:25](=[O:32])[C:26]1[CH:31]=CC=C[CH:27]=1.NC1C=CC(CN/C=C2\C(=O)NC(=O)C3C\2=CC(I)=CC=3)=CC=1O[Si](C(C)C)(C(C)C)C(C)C.C(Cl)(=O)CC. (2) The reactants are: [NH2:1][CH:2]1[CH2:7][CH2:6][CH:5]([C:8]([OH:10])=[O:9])[CH2:4][CH2:3]1.[CH3:11]CCCCC.C[Si](C=[N+]=[N-])(C)C. Given the product [NH2:1][CH:2]1[CH2:7][CH2:6][CH:5]([C:8]([O:10][CH3:11])=[O:9])[CH2:4][CH2:3]1, predict the reactants needed to synthesize it. (3) Given the product [N+:1]([C:4]1[CH:11]=[C:10]([N:12]2[CH2:16][CH2:15][CH2:14][CH2:13]2)[CH:9]=[CH:8][C:5]=1[C:6](=[S:18])[NH2:7])([O-:3])=[O:2], predict the reactants needed to synthesize it. The reactants are: [N+:1]([C:4]1[CH:11]=[C:10]([N:12]2[CH2:16][CH2:15][CH2:14][CH2:13]2)[CH:9]=[CH:8][C:5]=1[C:6]#[N:7])([O-:3])=[O:2].P12(SP3(SP(SP(S3)(S1)=S)(=S)S2)=S)=[S:18]. (4) The reactants are: I[C:2]1[CH:7]=[CH:6][N:5]=[C:4]2[NH:8][CH:9]=[CH:10][C:3]=12.[C:11]([C:13]1[CH:18]=[CH:17][CH:16]=[CH:15][C:14]=1[F:19])#[CH:12].C(N(CC)CC)C. Given the product [F:19][C:14]1[CH:15]=[CH:16][CH:17]=[CH:18][C:13]=1[C:11]#[C:12][C:2]1[CH:7]=[CH:6][N:5]=[C:4]2[NH:8][CH:9]=[CH:10][C:3]=12, predict the reactants needed to synthesize it. (5) Given the product [CH2:1]([N:8]1[C:12]([CH2:13][CH2:14][CH2:15][OH:16])=[CH:11][C:10]([O:20][CH:21]([CH3:23])[CH3:22])=[N:9]1)[C:2]1[CH:3]=[CH:4][CH:5]=[CH:6][CH:7]=1, predict the reactants needed to synthesize it. The reactants are: [CH2:1]([N:8]1[C:12]([CH2:13][CH2:14][C:15](OCC)=[O:16])=[CH:11][C:10]([O:20][CH:21]([CH3:23])[CH3:22])=[N:9]1)[C:2]1[CH:7]=[CH:6][CH:5]=[CH:4][CH:3]=1.[H-].C([Al+]CC(C)C)C(C)C.C(O)C.[Cl-].[NH4+].